Dataset: Reaction yield outcomes from USPTO patents with 853,638 reactions. Task: Predict the reaction yield, written as a fraction of the theoretical maximum amount of product (1.0 means a 100% yield; for example, 0.34 means a 34% yield). (1) The reactants are [Br:1][C:2]1[CH:14]=[C:13]2[C:5]([C:6]3[CH:7]=[CH:8][C:9]([NH2:19])=[CH:10][C:11]=3[C:12]2([CH2:17][CH3:18])[CH2:15][CH3:16])=[CH:4][CH:3]=1.C(=O)([O-])[O-].[K+].[K+].I[CH2:27][CH2:28][CH2:29][CH2:30][CH2:31]I. The catalyst is CN(C)C=O. The product is [Br:1][C:2]1[CH:14]=[C:13]2[C:5]([C:6]3[CH:7]=[CH:8][C:9]([N:19]4[CH2:31][CH2:30][CH2:29][CH2:28][CH2:27]4)=[CH:10][C:11]=3[C:12]2([CH2:17][CH3:18])[CH2:15][CH3:16])=[CH:4][CH:3]=1. The yield is 0.650. (2) The reactants are Cl[C:2]1[N:23]=[CH:22][C:5]2[C:6]3[N:7]([CH:11]=[C:12]([C:14]4[N:15]([CH:19]([CH3:21])[CH3:20])[CH:16]=[CH:17][N:18]=4)[N:13]=3)[CH2:8][CH2:9][O:10][C:4]=2[CH:3]=1.C(O)(=O)C. The catalyst is C(O)C.[OH-].[OH-].[Pd+2]. The product is [CH:19]([N:15]1[CH:16]=[CH:17][N:18]=[C:14]1[C:12]1[N:13]=[C:6]2[C:5]3[CH:22]=[N:23][CH:2]=[CH:3][C:4]=3[O:10][CH2:9][CH2:8][N:7]2[CH:11]=1)([CH3:21])[CH3:20]. The yield is 0.390. (3) The reactants are Cl[C:2]1[CH:11]=[CH:10][CH:9]=[C:8]2[C:3]=1[CH:4]=[CH:5][C:6]([C:12]1[CH:24]=[C:23](C)[C:22]3[C:21]4C(=[CH:17][CH:18]=[CH:19][CH:20]=4)C(C)(C)[C:14]=3[CH:13]=1)=[N:7]2.[CH2:28](B(O)O)[CH:29]([CH3:31])[CH3:30].C(=O)([O-])[O-].[K+].[K+]. The catalyst is C1(C)C=CC=CC=1.O.C1C=CC(/C=C/C(/C=C/C2C=CC=CC=2)=O)=CC=1.C1C=CC(/C=C/C(/C=C/C2C=CC=CC=2)=O)=CC=1.C1C=CC(/C=C/C(/C=C/C2C=CC=CC=2)=O)=CC=1.[Pd].[Pd].C1(P(C2CCCCC2)C2C=CC=CC=2C2C(OC)=CC=CC=2OC)CCCCC1. The product is [CH3:30][C:29]1([CH3:31])[C:23]2[CH:24]=[C:12]([C:6]3[CH:5]=[CH:4][C:3]4[C:8](=[CH:9][CH:10]=[CH:11][C:2]=4[CH2:2][CH:3]([CH3:8])[CH3:4])[N:7]=3)[CH:13]=[CH:14][C:22]=2[C:21]2[C:28]1=[CH:17][CH:18]=[CH:19][CH:20]=2. The yield is 0.980.